Dataset: Reaction yield outcomes from USPTO patents with 853,638 reactions. Task: Predict the reaction yield, written as a fraction of the theoretical maximum amount of product (1.0 means a 100% yield; for example, 0.34 means a 34% yield). (1) The reactants are [F:1][C:2]1[CH:3]=[C:4]([CH:7]=[C:8]([OH:11])[C:9]=1[OH:10])[CH:5]=[O:6].[C:12]([O-])([O-])=O.[Cs+].[Cs+].O. The catalyst is CN(C=O)C. The product is [F:1][C:2]1[C:9]2[O:10][CH2:12][O:11][C:8]=2[CH:7]=[C:4]([CH:5]=[O:6])[CH:3]=1. The yield is 0.490. (2) The reactants are [CH2:1]([C:3]1[C:8](=[O:9])[NH:7][C:6]([CH3:10])=[C:5]([C:11]2[S:15][C:14]([CH:16]=O)=[CH:13][CH:12]=2)[CH:4]=1)[CH3:2].[Cl:18][C:19]1[CH:26]=[CH:25][CH:24]=[CH:23][C:20]=1[CH2:21][NH2:22]. No catalyst specified. The product is [ClH:18].[Cl:18][C:19]1[CH:26]=[CH:25][CH:24]=[CH:23][C:20]=1[CH2:21][NH:22][CH2:16][C:14]1[S:15][C:11]([C:5]2[CH:4]=[C:3]([CH2:1][CH3:2])[C:8](=[O:9])[NH:7][C:6]=2[CH3:10])=[CH:12][CH:13]=1. The yield is 0.980. (3) The reactants are [Cl:1][C:2]1[CH:7]=[CH:6][CH:5]=[C:4]([Cl:8])[C:3]=1[C:9]1[C:13]([CH2:14][O:15][C:16]2[CH:17]=[C:18]3[C:22](=[CH:23][CH:24]=2)[CH2:21][CH:20]([C:25]2[CH:26]=[C:27]([CH:32]=[CH:33][CH:34]=2)[C:28]([O:30]C)=[O:29])[CH2:19]3)=[C:12]([CH:35]([CH3:37])[CH3:36])[O:11][N:10]=1.[OH-].[Na+]. The catalyst is O1CCCC1.CO.ClCCl. The product is [Cl:8][C:4]1[CH:5]=[CH:6][CH:7]=[C:2]([Cl:1])[C:3]=1[C:9]1[C:13]([CH2:14][O:15][C:16]2[CH:17]=[C:18]3[C:22](=[CH:23][CH:24]=2)[CH2:21][CH:20]([C:25]2[CH:26]=[C:27]([CH:32]=[CH:33][CH:34]=2)[C:28]([OH:30])=[O:29])[CH2:19]3)=[C:12]([CH:35]([CH3:37])[CH3:36])[O:11][N:10]=1. The yield is 0.850. (4) The reactants are Br[C:2]1[CH:3]=[C:4]2[C:9](=[CH:10][CH:11]=1)[N:8]=[CH:7][C:6]([C:12]([CH:14]1[CH2:16][CH2:15]1)=[O:13])=[C:5]2[NH:17][C:18]1[CH:19]=[N:20][C:21]([NH:24][CH2:25][CH2:26][N:27]([CH3:29])[CH3:28])=[CH:22][CH:23]=1.[Cl:30][C:31]1[CH:36]=[C:35](B2OC(C)(C)C(C)(C)O2)[CH:34]=[C:33]([Cl:46])[C:32]=1[OH:47]. No catalyst specified. The product is [CH:14]1([C:12]([C:6]2[CH:7]=[N:8][C:9]3[C:4]([C:5]=2[NH:17][C:18]2[CH:19]=[N:20][C:21]([NH:24][CH2:25][CH2:26][N:27]([CH3:28])[CH3:29])=[CH:22][CH:23]=2)=[CH:3][C:2]([C:35]2[CH:36]=[C:31]([Cl:30])[C:32]([OH:47])=[C:33]([Cl:46])[CH:34]=2)=[CH:11][CH:10]=3)=[O:13])[CH2:16][CH2:15]1. The yield is 0.260. (5) The yield is 0.560. The reactants are [CH3:1][C:2]1[N:3]=[CH:4][C:5]([C:8](=O)[CH2:9][C:10](=O)[C:11]([O:13][CH3:14])=[O:12])=[N:6][CH:7]=1.[Cl:17][C:18]1[N:19]=[N:20][C:21]([NH:24][NH2:25])=[CH:22][CH:23]=1. No catalyst specified. The product is [Cl:17][C:18]1[N:19]=[N:20][C:21]([N:24]2[C:8]([C:5]3[CH:4]=[N:3][C:2]([CH3:1])=[CH:7][N:6]=3)=[CH:9][C:10]([C:11]([O:13][CH3:14])=[O:12])=[N:25]2)=[CH:22][CH:23]=1. (6) The reactants are Br.Br.[CH2:3]([N:10]1[CH2:15][C@H:14]2[CH2:16][C@@H:11]1[CH2:12][NH:13]2)[C:4]1[CH:9]=[CH:8][CH:7]=[CH:6][CH:5]=1.C([O-])([O-])=O.[K+].[K+].[C:23](O[C:23]([O:25][C:26]([CH3:29])([CH3:28])[CH3:27])=[O:24])([O:25][C:26]([CH3:29])([CH3:28])[CH3:27])=[O:24]. The catalyst is CN(C=O)C. The product is [CH2:3]([N:10]1[CH2:15][C@H:14]2[CH2:16][C@@H:11]1[CH2:12][N:13]2[C:23]([O:25][C:26]([CH3:29])([CH3:28])[CH3:27])=[O:24])[C:4]1[CH:5]=[CH:6][CH:7]=[CH:8][CH:9]=1. The yield is 0.940.